Dataset: Peptide-MHC class I binding affinity with 185,985 pairs from IEDB/IMGT. Task: Regression. Given a peptide amino acid sequence and an MHC pseudo amino acid sequence, predict their binding affinity value. This is MHC class I binding data. (1) The peptide sequence is KQWSWFSLL. The MHC is HLA-B08:02 with pseudo-sequence HLA-B08:02. The binding affinity (normalized) is 0.0847. (2) The peptide sequence is VGNVYVKF. The MHC is Patr-A0101 with pseudo-sequence Patr-A0101. The binding affinity (normalized) is 0. (3) The peptide sequence is SGVENPGGYML. The MHC is H-2-Kb with pseudo-sequence H-2-Kb. The binding affinity (normalized) is 0.